This data is from Full USPTO retrosynthesis dataset with 1.9M reactions from patents (1976-2016). The task is: Predict the reactants needed to synthesize the given product. (1) Given the product [CH3:11][C:12]1[CH:13]=[CH:14][C:15]2[N:16]([CH:2]=[C:3]([CH2:4][C:5]([O:7][CH2:8][CH3:9])=[O:6])[N:18]=2)[CH:17]=1, predict the reactants needed to synthesize it. The reactants are: Cl[CH2:2][C:3](=O)[CH2:4][C:5]([O:7][CH2:8][CH3:9])=[O:6].[CH3:11][C:12]1[CH:13]=[CH:14][C:15]([NH2:18])=[N:16][CH:17]=1. (2) Given the product [C:9]1([C:12]2[CH:17]=[CH:16][CH:15]=[CH:14][CH:13]=2)[CH:10]=[CH:11][C:6]([CH:2]([NH:1][C:32](=[O:33])[CH2:31][NH:30][C:29]([NH:28][CH2:27][CH2:26][CH2:25][NH:24][C:19]2[CH:20]=[CH:21][CH:22]=[CH:23][N:18]=2)=[O:35])[CH2:3][C:4]#[N:5])=[CH:7][CH:8]=1, predict the reactants needed to synthesize it. The reactants are: [NH2:1][CH:2]([C:6]1[CH:11]=[CH:10][C:9]([C:12]2[CH:17]=[CH:16][CH:15]=[CH:14][CH:13]=2)=[CH:8][CH:7]=1)[CH2:3][C:4]#[N:5].[N:18]1[CH:23]=[CH:22][CH:21]=[CH:20][C:19]=1[NH:24][CH2:25][CH2:26][CH2:27][NH:28][C:29](=[O:35])[NH:30][CH2:31][C:32](O)=[O:33].CN(C(ON1N=NC2C=CC=CC1=2)=[N+](C)C)C.[B-](F)(F)(F)F.CCN(C(C)C)C(C)C. (3) Given the product [Br:12][C:8]1[N:6]2[N:7]=[C:2]([Cl:1])[CH:3]=[CH:4][C:5]2=[N:10][C:9]=1[CH3:11], predict the reactants needed to synthesize it. The reactants are: [Cl:1][C:2]1[CH:3]=[CH:4][C:5]2[N:6]([CH:8]=[C:9]([CH3:11])[N:10]=2)[N:7]=1.[Br:12]N1C(=O)CCC1=O.CCOC(C)=O.